From a dataset of Full USPTO retrosynthesis dataset with 1.9M reactions from patents (1976-2016). Predict the reactants needed to synthesize the given product. (1) Given the product [N+:8]([C:7]1[CH:6]=[CH:5][CH:4]=[C:3]([C:11]2[CH:16]=[CH:15][CH:14]=[CH:13][CH:12]=2)[C:2]=1[NH:17][C:18]1[CH:23]=[CH:22][CH:21]=[CH:20][CH:19]=1)([O-:10])=[O:9], predict the reactants needed to synthesize it. The reactants are: F[C:2]1[C:7]([N+:8]([O-:10])=[O:9])=[CH:6][CH:5]=[CH:4][C:3]=1[C:11]1[CH:16]=[CH:15][CH:14]=[CH:13][CH:12]=1.[NH2:17][C:18]1[CH:23]=[CH:22][CH:21]=[CH:20][CH:19]=1.[F-].[K+]. (2) Given the product [F:41][C:36]1[CH:37]=[CH:38][CH:39]=[CH:40][C:35]=1[C:27]1[CH:26]=[C:25]([C:23]2[CH:22]=[N:21][CH:20]=[C:19]([C:17]3[CH:16]=[N:15][N:14]([CH:11]4[CH2:12][CH2:13][N:8]([CH3:6])[CH2:9][CH2:10]4)[CH:18]=3)[CH:24]=2)[C:34]2[C:29](=[N:30][CH:31]=[CH:32][CH:33]=2)[N:28]=1, predict the reactants needed to synthesize it. The reactants are: C(O[C:6]([N:8]1[CH2:13][CH2:12][CH:11]([N:14]2[CH:18]=[C:17]([C:19]3[CH:20]=[N:21][CH:22]=[C:23]([C:25]4[C:34]5[C:29](=[N:30][CH:31]=[CH:32][CH:33]=5)[N:28]=[C:27]([C:35]5[CH:40]=[CH:39][CH:38]=[CH:37][C:36]=5[F:41])[CH:26]=4)[CH:24]=3)[CH:16]=[N:15]2)[CH2:10][CH2:9]1)=O)(C)(C)C.C=O. (3) Given the product [NH2:16][C:6]1[C:7]([Cl:15])=[CH:8][C:9]([C:11]([F:14])([F:12])[F:13])=[CH:10][C:5]=1[C:4]([OH:17])=[O:3], predict the reactants needed to synthesize it. The reactants are: C([O:3][C:4](=[O:17])[C:5]1[CH:10]=[C:9]([C:11]([F:14])([F:13])[F:12])[CH:8]=[C:7]([Cl:15])[C:6]=1[NH2:16])C.NC1C(Cl)=C(C=O)C(C(F)(F)F)=CC=1C(O)=O.[OH-].[Na+]. (4) Given the product [Pd:48].[CH2:1]([C:5]1([CH2:36][CH2:37][CH2:38][CH3:39])[C:17]2[CH:16]=[C:15]([C:18]3[CH:19]=[N:20][N:21]([C:23]4[CH:24]=[C:25]([CH:33]=[CH:34][CH:35]=4)[O:26][C:27]4[CH:32]=[CH:31][CH:30]=[CH:29][N:28]=4)[CH:22]=3)[CH:14]=[CH:13][C:12]=2[C:11]2[C:6]1=[CH:7][CH:8]=[CH:9][CH:10]=2)[CH2:2][CH2:3][CH3:4], predict the reactants needed to synthesize it. The reactants are: [CH2:1]([C:5]1([CH2:36][CH2:37][CH2:38][CH3:39])[C:17]2[CH:16]=[C:15]([C:18]3[CH:19]=[N:20][N:21]([C:23]4[CH:24]=[C:25]([CH:33]=[CH:34][CH:35]=4)[O:26][C:27]4[CH:32]=[CH:31][CH:30]=[CH:29][N:28]=4)[CH:22]=3)[CH:14]=[CH:13][C:12]=2[C:11]2[C:6]1=[CH:7][CH:8]=[CH:9][CH:10]=2)[CH2:2][CH2:3][CH3:4].CC([O-])=O.CC([O-])=O.[Pd+2:48].C(O)(=O)C. (5) Given the product [CH2:1]([C:3]1[O:4][C:5]([C:20]2[CH:21]=[CH:22][C:23]([C:26]([F:29])([F:27])[F:28])=[CH:24][CH:25]=2)=[CH:6][C:7]=1[CH2:8][O:9][C:10]1[CH:11]=[CH:12][C:13]([C:14]([OH:16])=[O:15])=[CH:18][CH:19]=1)[CH3:2], predict the reactants needed to synthesize it. The reactants are: [CH2:1]([C:3]1[O:4][C:5]([C:20]2[CH:25]=[CH:24][C:23]([C:26]([F:29])([F:28])[F:27])=[CH:22][CH:21]=2)=[CH:6][C:7]=1[CH2:8][O:9][C:10]1[CH:19]=[CH:18][C:13]([C:14]([O:16]C)=[O:15])=[CH:12][CH:11]=1)[CH3:2].[OH-].[Na+].O.Cl. (6) Given the product [OH:48][C@@H:46]([C@H:45]1[C:44](=[O:49])[N:29]2[C:30]([C:31]([O:33][CH2:34][C:35]3[CH:36]=[CH:37][C:38]([N+:41]([O-:43])=[O:42])=[CH:39][CH:40]=3)=[O:32])=[C:26]([S:10]/[CH:9]=[CH:8]\[C:7]3[S:6][CH:5]=[N:4][C:3]=3[CH2:2][OH:1])[C@H:27]([CH3:50])[C@H:28]12)[CH3:47], predict the reactants needed to synthesize it. The reactants are: [OH:1][CH2:2][C:3]1[N:4]=[CH:5][S:6][C:7]=1/[CH:8]=[CH:9]\[SH:10].C1(P(O[C:26]2[C@H:27]([CH3:50])[C@@H:28]3[C@@H:45]([C@H:46]([OH:48])[CH3:47])[C:44](=[O:49])[N:29]3[C:30]=2[C:31]([O:33][CH2:34][C:35]2[CH:40]=[CH:39][C:38]([N+:41]([O-:43])=[O:42])=[CH:37][CH:36]=2)=[O:32])(C2C=CC=CC=2)=O)C=CC=CC=1.[I-].[Na+].C(OCC)(=O)C. (7) Given the product [NH2:1][C:2]1[C:10]([CH3:11])=[CH:9][C:8]([Br:12])=[C:4]([CH:3]=1)[C:5]([OH:7])=[O:6], predict the reactants needed to synthesize it. The reactants are: [NH2:1][C:2]1[CH:3]=[C:4]([CH:8]=[CH:9][C:10]=1[CH3:11])[C:5]([OH:7])=[O:6].[Br:12]N1C(=O)CCC1=O. (8) Given the product [CH:66]1([N:63]2[CH2:62][CH2:61][N:40]3[C:41]([CH2:45][C:46]4([C:51]5[C:60]6[C:55](=[CH:56][CH:57]=[CH:58][CH:59]=6)[CH:54]=[CH:53][CH:52]=5)[CH2:47][CH2:48][CH2:49][CH2:50]4)=[N:42][C:43](=[O:44])[C:38]([OH:37])=[C:39]3[C:64]2=[O:65])[CH2:67][CH2:68]1, predict the reactants needed to synthesize it. The reactants are: OC1C(=O)N=C(CC2(C3C4C(=CC=CC=4)C=CC=3)CCCC2)N2CCNC(=O)C=12.C([O:37][C:38]1[C:43](=[O:44])[N:42]=[C:41]([CH2:45][C:46]2([C:51]3[C:60]4[C:55](=[CH:56][CH:57]=[CH:58][CH:59]=4)[CH:54]=[CH:53][CH:52]=3)[CH2:50][CH2:49][CH2:48][CH2:47]2)[N:40]2[CH2:61][CH2:62][N:63]([CH:66]3[CH2:68][CH2:67]3)[C:64](=[O:65])[C:39]=12)C1C=CC=CC=1. (9) Given the product [CH2:9]([O:8][C:1](=[O:7])[C:2]([C:21]1[CH:20]=[CH:19][CH:18]=[C:17]([Cl:16])[CH:22]=1)=[O:4])[CH3:10], predict the reactants needed to synthesize it. The reactants are: [C:1]([O:8][CH2:9][CH3:10])(=[O:7])[C:2]([O:4]CC)=O.C1COCC1.[Cl:16][C:17]1[CH:18]=[C:19]([Mg]Br)[CH:20]=[CH:21][CH:22]=1.S(=O)(=O)(O)O. (10) Given the product [Cl:1][C:2]1[CH:3]=[C:4]([CH:26]=[CH:27][CH:28]=1)[CH2:5][N:34]1[C:35]2[CH:36]=[C:37]([C:38]([O:40][CH2:50][CH3:57])=[O:39])[CH:41]=[CH:42][C:43]=2[N:44]=[C:29]1[CH2:30][CH2:31][CH3:32], predict the reactants needed to synthesize it. The reactants are: [Cl:1][C:2]1[CH:3]=[C:4]([CH:26]=[CH:27][CH:28]=1)[CH2:5]CCCC(NC1C(CC)=C(C=CC=1[N+]([O-])=O)C([O-])=O)=O.[C:29]([NH:34][C:35]1[C:36](CC)=[C:37]([CH:41]=[CH:42][C:43]=1[N+:44]([O-])=O)[C:38]([O-:40])=[O:39])(=O)[CH2:30][CH2:31][CH3:32].Cl[C:50]1C=C(C=C[CH:57]=1)CBr.